The task is: Predict the reaction yield, written as a fraction of the theoretical maximum amount of product (1.0 means a 100% yield; for example, 0.34 means a 34% yield).. This data is from Reaction yield outcomes from USPTO patents with 853,638 reactions. (1) The reactants are [CH3:1][N:2]1[C:10]2[C:5](=[CH:6][CH:7]=[CH:8][CH:9]=2)[C:4]([C:11]([NH:13][CH:14]([C:16]2[N:21]=[N:20][C:19]([NH:22][C:23]3[CH:28]=[C:27]([O:29][CH3:30])[C:26]([O:31][CH3:32])=[C:25]([O:33][CH3:34])[CH:24]=3)=[N:18][CH:17]=2)[CH3:15])=O)=[CH:3]1.N1C=NC=N1.P(Cl)(Cl)(Cl)=O. The catalyst is N1C=CC=CC=1. The product is [CH3:15][C:14]1[N:13]=[C:11]([C:4]2[C:5]3[C:10](=[CH:9][CH:8]=[CH:7][CH:6]=3)[N:2]([CH3:1])[CH:3]=2)[N:21]2[C:16]=1[CH:17]=[N:18][C:19]([NH:22][C:23]1[CH:28]=[C:27]([O:29][CH3:30])[C:26]([O:31][CH3:32])=[C:25]([O:33][CH3:34])[CH:24]=1)=[N:20]2. The yield is 0.590. (2) The reactants are [CH2:1]([N:3]1[C:12]2[C:7](=[N:8][CH:9]=[C:10]([CH2:13][C:14]3[CH:19]=[CH:18][C:17]([F:20])=[CH:16][CH:15]=3)[CH:11]=2)[C:6]([OH:21])=[C:5]([C:22](OCC)=[O:23])[C:4]1=[O:27])[CH3:2].[NH2:28][CH2:29][CH2:30][OH:31]. No catalyst specified. The product is [CH2:1]([N:3]1[C:12]2[C:7](=[N:8][CH:9]=[C:10]([CH2:13][C:14]3[CH:15]=[CH:16][C:17]([F:20])=[CH:18][CH:19]=3)[CH:11]=2)[C:6]([OH:21])=[C:5]([C:22]([NH:28][CH2:29][CH2:30][OH:31])=[O:23])[C:4]1=[O:27])[CH3:2]. The yield is 0.580. (3) The catalyst is N1C=CC=CC=1. The reactants are [C:1](Cl)(=[O:3])[CH3:2].[NH2:5][C:6]1[S:7][CH:8]=[CH:9][C:10]=1[C:11]([NH2:13])=[O:12]. The product is [C:1]([NH:5][C:6]1[S:7][CH:8]=[CH:9][C:10]=1[C:11]([NH2:13])=[O:12])(=[O:3])[CH3:2]. The yield is 0.972. (4) The reactants are Cl[CH2:2]/[CH:3]=[CH:4]/[CH2:5][O:6][C:7]1[CH:16]=[C:15]2[C:10]([CH2:11][CH2:12][C:13](=[O:17])[NH:14]2)=[CH:9][CH:8]=1.[Na+].[I-].Cl.[Cl:21][C:22]1[C:27]([Cl:28])=[CH:26][CH:25]=[CH:24][C:23]=1[N:29]1[CH2:34][CH2:33][NH:32][CH2:31][CH2:30]1.C([O-])([O-])=O.[K+].[K+]. The catalyst is CC#N. The product is [Cl:21][C:22]1[C:27]([Cl:28])=[CH:26][CH:25]=[CH:24][C:23]=1[N:29]1[CH2:34][CH2:33][N:32]([CH2:2]/[CH:3]=[CH:4]/[CH2:5][O:6][C:7]2[CH:16]=[C:15]3[C:10]([CH2:11][CH2:12][C:13](=[O:17])[NH:14]3)=[CH:9][CH:8]=2)[CH2:31][CH2:30]1. The yield is 0.710. (5) No catalyst specified. The yield is 0.880. The reactants are CC1(C)[O:6][C@H:5]2[C@H:7]([N:12]3[CH:20]=[N:19][C:18]4[C:13]3=[N:14][CH:15]=[N:16][C:17]=4[C:21]3[CH:26]=[CH:25][CH:24]=[C:23]([N:27]4[CH:31]=[CH:30][CH:29]=[N:28]4)[CH:22]=3)[O:8][C@H:9]([CH2:10][OH:11])[C@H:4]2[O:3]1.Cl[S:34]([NH2:37])(=[O:36])=[O:35]. The product is [S:34](=[O:36])(=[O:35])([O:11][CH2:10][C@@H:9]1[C@@H:4]([OH:3])[C@@H:5]([OH:6])[C@H:7]([N:12]2[CH:20]=[N:19][C:18]3[C:13]2=[N:14][CH:15]=[N:16][C:17]=3[C:21]2[CH:26]=[CH:25][CH:24]=[C:23]([N:27]3[CH:31]=[CH:30][CH:29]=[N:28]3)[CH:22]=2)[O:8]1)[NH2:37]. (6) The reactants are [C:1]([NH:5][C:6]1[CH:11]=[CH:10][C:9]([N+:12]([O-:14])=[O:13])=[CH:8][CH:7]=1)([CH3:4])([CH3:3])[CH3:2].[Br:15]Br. The catalyst is CC(O)=O. The product is [Br:15][C:11]1[CH:10]=[C:9]([N+:12]([O-:14])=[O:13])[CH:8]=[CH:7][C:6]=1[NH:5][C:1]([CH3:4])([CH3:2])[CH3:3]. The yield is 0.430. (7) The reactants are [F:1][C:2]1[CH:3]=[C:4]([CH:12]=[CH:13][C:14]=1[O:15][CH3:16])[C:5]([CH2:7][CH2:8][C:9]([OH:11])=[O:10])=O.C(O)C. The catalyst is C(O)(=O)C. The product is [F:1][C:2]1[CH:3]=[C:4]([CH2:5][CH2:7][CH2:8][C:9]([OH:11])=[O:10])[CH:12]=[CH:13][C:14]=1[O:15][CH3:16]. The yield is 0.830.